This data is from Reaction yield outcomes from USPTO patents with 853,638 reactions. The task is: Predict the reaction yield, written as a fraction of the theoretical maximum amount of product (1.0 means a 100% yield; for example, 0.34 means a 34% yield). (1) The reactants are F[C:2]1[CH:7]=[CH:6][C:5]([N+:8]([O-:10])=[O:9])=[CH:4][C:3]=1[Cl:11].[CH3:12][S-:13].[Na+]. The catalyst is CN(C=O)C.C(C1C(O)=CC(C)=C(SC2C=C(C(C)(C)C)C(O)=CC=2C)C=1)(C)(C)C. The product is [Cl:11][C:3]1[CH:4]=[C:5]([N+:8]([O-:10])=[O:9])[CH:6]=[CH:7][C:2]=1[S:13][CH3:12]. The yield is 0.490. (2) The reactants are Br.[Br:2][CH2:3][CH2:4][CH2:5][NH2:6].C(N(CC)CC)C.C(Cl)Cl.O=C1CCC(=O)N1[O:24][C:25](=O)[CH:26]=[CH:27][CH:28]=[CH:29][C:30]1[CH:35]=[CH:34][CH:33]=[CH:32][CH:31]=1. The catalyst is C(Cl)Cl. The product is [Br:2][CH2:3][CH2:4][CH2:5][NH:6][C:25](=[O:24])[CH:26]=[CH:27][CH:28]=[CH:29][C:30]1[CH:35]=[CH:34][CH:33]=[CH:32][CH:31]=1. The yield is 0.680. (3) The reactants are C([N-]C(C)C)(C)C.[Li+].[CH2:9]([O:11][C:12](=[O:21])[CH2:13][C:14]1[CH:19]=[CH:18][CH:17]=[C:16]([Cl:20])[CH:15]=1)[CH3:10].I[CH2:23][CH:24]1[CH2:28][CH2:27][CH2:26][CH2:25]1. The catalyst is O1CCCC1.CN(C)P(N(C)C)(N(C)C)=O.CN(C)P(N(C)C)(N(C)C)=O. The product is [CH2:9]([O:11][C:12](=[O:21])[CH:13]([C:14]1[CH:19]=[CH:18][CH:17]=[C:16]([Cl:20])[CH:15]=1)[CH2:23][CH:24]1[CH2:28][CH2:27][CH2:26][CH2:25]1)[CH3:10]. The yield is 0.930. (4) The reactants are [CH:1]1([N:6]2[C:11]3=[N:12][C:13](S(C)=O)=[N:14][CH:15]=[C:10]3[CH2:9][N:8]([C:19]3[C:24]([F:25])=[C:23]([O:26][CH3:27])[CH:22]=[C:21]([O:28][CH3:29])[C:20]=3[F:30])[C:7]2=[O:31])[CH2:5][CH2:4][CH2:3][CH2:2]1.[CH2:32]([N:34]([CH2:40][CH3:41])[CH2:35][CH2:36][CH2:37][CH2:38][NH2:39])[CH3:33]. The catalyst is O1CCOCC1. The product is [CH:1]1([N:6]2[C:11]3=[N:12][C:13]([NH:39][CH2:38][CH2:37][CH2:36][CH2:35][N:34]([CH2:40][CH3:41])[CH2:32][CH3:33])=[N:14][CH:15]=[C:10]3[CH2:9][N:8]([C:19]3[C:24]([F:25])=[C:23]([O:26][CH3:27])[CH:22]=[C:21]([O:28][CH3:29])[C:20]=3[F:30])[C:7]2=[O:31])[CH2:5][CH2:4][CH2:3][CH2:2]1. The yield is 0.860. (5) The reactants are [F:1][C:2]1[CH:9]=[CH:8][C:5]([CH2:6]Br)=[CH:4][CH:3]=1.[C:10]([O:14][C:15]([N:17]1[CH2:27][CH2:26][C:20]2([NH:24][NH:23][C:22](=[O:25])[CH2:21]2)[CH2:19][CH2:18]1)=[O:16])([CH3:13])([CH3:12])[CH3:11]. The catalyst is CN(C=O)C. The product is [C:10]([O:14][C:15]([N:17]1[CH2:27][CH2:26][C:20]2([N:24]([CH2:6][C:5]3[CH:8]=[CH:9][C:2]([F:1])=[CH:3][CH:4]=3)[NH:23][C:22](=[O:25])[CH2:21]2)[CH2:19][CH2:18]1)=[O:16])([CH3:13])([CH3:11])[CH3:12]. The yield is 0.390. (6) The reactants are [Br:1][C:2]1[N:7]=[CH:6][C:5]([NH2:8])=[C:4]([NH:9][CH2:10][CH:11]2[CH2:16][CH2:15][O:14][CH2:13][CH2:12]2)[CH:3]=1.Cl.[C:18](=N)(OCC)[CH3:19]. The catalyst is C(O)C.C(=O)(O)[O-].[Na+]. The product is [Br:1][C:2]1[N:7]=[CH:6][C:5]2[N:8]=[C:18]([CH3:19])[N:9]([CH2:10][CH:11]3[CH2:12][CH2:13][O:14][CH2:15][CH2:16]3)[C:4]=2[CH:3]=1. The yield is 0.680.